From a dataset of Forward reaction prediction with 1.9M reactions from USPTO patents (1976-2016). Predict the product of the given reaction. (1) Given the reactants [CH3:1][O:2][C:3]1[CH:4]=[C:5]2[C:9](=[CH:10][CH:11]=1)[NH:8][CH:7]=[C:6]2[C:12]1[CH2:13][CH2:14][NH:15][CH2:16][CH:17]=1.[CH3:18][N:19]([CH3:33])[C:20]1([C:27]2[CH:32]=[CH:31][CH:30]=[CH:29][CH:28]=2)[CH2:25][CH2:24][C:23](=O)[CH2:22][CH2:21]1.C(O)(=O)C, predict the reaction product. The product is: [CH3:1][O:2][C:3]1[CH:4]=[C:5]2[C:9](=[CH:10][CH:11]=1)[NH:8][CH:7]=[C:6]2[C:12]1[CH2:13][CH2:14][N:15]([CH:23]2[CH2:22][CH2:21][C:20]([N:19]([CH3:33])[CH3:18])([C:27]3[CH:32]=[CH:31][CH:30]=[CH:29][CH:28]=3)[CH2:25][CH2:24]2)[CH2:16][CH:17]=1. (2) Given the reactants [CH:1]1[C:13]2[CH2:12][C:11]3[C:6](=[CH:7][CH:8]=[CH:9][CH:10]=3)[C:5]=2[CH:4]=[CH:3][CH:2]=1.[Li][CH2:15]CCC.CI.Cl, predict the reaction product. The product is: [CH3:15][CH:12]1[C:11]2[CH:10]=[CH:9][CH:8]=[CH:7][C:6]=2[C:5]2[C:13]1=[CH:1][CH:2]=[CH:3][CH:4]=2. (3) Given the reactants [C:1](/[N:3]=[C:4](\SC)/[NH:5][C:6]1[CH:11]=[C:10]([Cl:12])[C:9]([C:13]2[CH:18]=[CH:17][C:16]([O:19][CH2:20][CH2:21][CH2:22][C:23]#[N:24])=[CH:15][CH:14]=2)=[C:8]([Cl:25])[CH:7]=1)#[N:2].[NH2:28][NH2:29], predict the reaction product. The product is: [NH2:2][C:1]1[NH:29][N:28]=[C:4]([NH:5][C:6]2[CH:11]=[C:10]([Cl:12])[C:9]([C:13]3[CH:18]=[CH:17][C:16]([O:19][CH2:20][CH2:21][CH2:22][C:23]#[N:24])=[CH:15][CH:14]=3)=[C:8]([Cl:25])[CH:7]=2)[N:3]=1. (4) Given the reactants [NH2:1][C:2]1[CH:3]=[C:4]([CH:11]=[CH:12][C:13]=1[CH3:14])[C:5]([NH:7][CH:8]1[CH2:10][CH2:9]1)=[O:6].C(=O)([O-])[O-].[K+].[K+].[CH2:21](Br)[CH:22]=[CH2:23], predict the reaction product. The product is: [CH2:23]([NH:1][C:2]1[CH:3]=[C:4]([CH:11]=[CH:12][C:13]=1[CH3:14])[C:5]([NH:7][CH:8]1[CH2:9][CH2:10]1)=[O:6])[CH:22]=[CH2:21]. (5) Given the reactants Cl.[CH3:2][S:3]([C:6]1[CH:11]=[CH:10][C:9]([C:12]2[N:17]=[CH:16][C:15]([O:18][CH2:19][CH:20]3[CH2:25][CH2:24][N:23](C(OC(C)(C)C)=O)[CH2:22][CH2:21]3)=[CH:14][CH:13]=2)=[CH:8][CH:7]=1)(=[O:5])=[O:4].[C:33]([OH:39])([C:35]([F:38])([F:37])[F:36])=[O:34], predict the reaction product. The product is: [C:33]([OH:39])([C:35]([F:38])([F:37])[F:36])=[O:34].[F:36][C:35]([F:38])([F:37])[C:33]([OH:39])=[O:34].[CH3:2][S:3]([C:6]1[CH:11]=[CH:10][C:9]([C:12]2[CH:13]=[CH:14][C:15]([O:18][CH2:19][CH:20]3[CH2:25][CH2:24][NH:23][CH2:22][CH2:21]3)=[CH:16][N:17]=2)=[CH:8][CH:7]=1)(=[O:4])=[O:5]. (6) Given the reactants [CH3:1][C:2]1[C:7]([N+:8]([O-])=O)=[CH:6][CH:5]=[CH:4][C:3]=1[CH2:11][C:12]([O:14][CH3:15])=[O:13].[H][H], predict the reaction product. The product is: [NH2:8][C:7]1[C:2]([CH3:1])=[C:3]([CH2:11][C:12]([O:14][CH3:15])=[O:13])[CH:4]=[CH:5][CH:6]=1. (7) Given the reactants C([N:8]1[CH2:13][CH2:12][CH:11]([OH:14])[CH2:10][CH2:9]1)(OC(C)(C)C)=O.[Na].[O-]CCCC.[CH2:21]([C:25]1[CH:26]=[C:27]2[C:32](=[C:33](F)[CH:34]=1)[N:31]=[CH:30][CH:29]=[CH:28]2)[CH2:22][CH2:23][CH3:24].[Na].C(N1CCC(O)CC1)(OC(C)(C)C)=O.[Cl-].[NH4+].Cl.C(O)(C)C, predict the reaction product. The product is: [CH2:21]([C:25]1[CH:26]=[C:27]2[C:32](=[C:33]([O:14][CH:11]3[CH2:10][CH2:9][NH:8][CH2:13][CH2:12]3)[CH:34]=1)[N:31]=[CH:30][CH:29]=[CH:28]2)[CH2:22][CH2:23][CH3:24]. (8) The product is: [Cl:1][C:2]1[CH:7]=[CH:6][C:5]([CH2:8][Cl:27])=[C:4]([O:10][CH:11]([CH3:13])[CH3:12])[CH:3]=1. Given the reactants [Cl:1][C:2]1[CH:7]=[CH:6][C:5]([CH2:8]O)=[C:4]([O:10][CH:11]([CH3:13])[CH3:12])[CH:3]=1.N1C=CC=CC=1.O1CCCC1.S(Cl)([Cl:27])=O, predict the reaction product. (9) Given the reactants [H-].[Na+].[CH2:3]([O:5][C:6](=[O:12])[CH:7]([OH:11])[CH2:8][CH:9]=[CH2:10])[CH3:4].Br[CH2:14][C:15]([CH3:17])=[CH2:16], predict the reaction product. The product is: [CH2:3]([O:5][C:6](=[O:12])[CH:7]([O:11][CH2:16][C:15]([CH3:17])=[CH2:14])[CH2:8][CH:9]=[CH2:10])[CH3:4]. (10) Given the reactants [Br:1][C:2]1[CH:3]=[C:4]([CH2:9][CH2:10][CH2:11][C:12]([OH:14])=O)[CH:5]=[CH:6][C:7]=1[Cl:8].C(Cl)(=O)C(Cl)=O.[Cl-].[Al+3].[Cl-].[Cl-].Cl, predict the reaction product. The product is: [Br:1][C:2]1[CH:3]=[C:4]2[C:5](=[CH:6][C:7]=1[Cl:8])[C:12](=[O:14])[CH2:11][CH2:10][CH2:9]2.